Dataset: Peptide-MHC class I binding affinity with 185,985 pairs from IEDB/IMGT. Task: Regression. Given a peptide amino acid sequence and an MHC pseudo amino acid sequence, predict their binding affinity value. This is MHC class I binding data. (1) The peptide sequence is KYTHFFSGF. The MHC is HLA-B57:01 with pseudo-sequence HLA-B57:01. The binding affinity (normalized) is 0.0847. (2) The peptide sequence is LLGLCGFSAL. The MHC is HLA-A68:02 with pseudo-sequence HLA-A68:02. The binding affinity (normalized) is 0. (3) The peptide sequence is LVFPVEGTK. The MHC is HLA-A33:01 with pseudo-sequence HLA-A33:01. The binding affinity (normalized) is 0.134.